From a dataset of Forward reaction prediction with 1.9M reactions from USPTO patents (1976-2016). Predict the product of the given reaction. (1) Given the reactants [NH2:1][CH2:2][CH2:3][S:4][S:5][CH2:6][CH2:7][NH:8][C:9](=[O:29])[CH2:10][CH2:11][CH2:12]/[CH:13]=[CH:14]\[CH2:15]/[CH:16]=[CH:17]\[CH2:18]/[CH:19]=[CH:20]\[CH2:21]/[CH:22]=[CH:23]\[CH2:24]/[CH:25]=[CH:26]\[CH2:27][CH3:28].[C:30]1(=[O:36])[O:35][C:33](=[O:34])[CH2:32][CH2:31]1.CCN(CC)CC.Cl, predict the reaction product. The product is: [C:9]([NH:8][CH2:7][CH2:6][S:5][S:4][CH2:3][CH2:2][NH:1][C:30](=[O:36])[CH2:31][CH2:32][C:33]([OH:35])=[O:34])(=[O:29])[CH2:10][CH2:11][CH2:12]/[CH:13]=[CH:14]\[CH2:15]/[CH:16]=[CH:17]\[CH2:18]/[CH:19]=[CH:20]\[CH2:21]/[CH:22]=[CH:23]\[CH2:24]/[CH:25]=[CH:26]\[CH2:27][CH3:28]. (2) Given the reactants [C:1]1([CH3:14])[CH:6]=[CH:5][C:4]([CH2:7][S:8]([CH2:11][C:12]#[N:13])(=[O:10])=[O:9])=[CH:3][CH:2]=1.[CH2:15]([O:17][CH:18](OCC)OCC)[CH3:16].C(OC(=O)C)(=O)C, predict the reaction product. The product is: [CH2:15]([O:17][CH:18]=[C:11]([S:8]([CH2:7][C:4]1[CH:3]=[CH:2][C:1]([CH3:14])=[CH:6][CH:5]=1)(=[O:9])=[O:10])[C:12]#[N:13])[CH3:16]. (3) Given the reactants [NH2:1][C:2]1[N:7]=[CH:6][C:5]([C:8]2[CH:13]=[CH:12][C:11]([N:14]3[CH2:19][CH2:18][N:17](C(OC(C)(C)C)=O)[CH2:16][CH2:15]3)=[CH:10][C:9]=2[O:27][CH3:28])=[C:4]([C:29]2[N:33]([C:34]3[CH:39]=[CH:38][C:37]([F:40])=[C:36]([Cl:41])[CH:35]=3)[N:32]=[CH:31][CH:30]=2)[CH:3]=1.FC(F)(F)C([O-])=O.[OH-].[Na+], predict the reaction product. The product is: [Cl:41][C:36]1[CH:35]=[C:34]([N:33]2[C:29]([C:4]3[C:5]([C:8]4[CH:13]=[CH:12][C:11]([N:14]5[CH2:19][CH2:18][NH:17][CH2:16][CH2:15]5)=[CH:10][C:9]=4[O:27][CH3:28])=[CH:6][N:7]=[C:2]([NH2:1])[CH:3]=3)=[CH:30][CH:31]=[N:32]2)[CH:39]=[CH:38][C:37]=1[F:40]. (4) The product is: [CH3:1][O:2][C:3](=[O:17])[CH2:4][CH2:5][C:6]1[C:14]2[C:9](=[CH:10][CH:11]=[C:12]([O:15][CH3:16])[CH:13]=2)[N:8]([S:28]([C:25]2[CH:24]=[CH:23][C:22]([O:21][CH3:20])=[CH:27][CH:26]=2)(=[O:30])=[O:29])[CH:7]=1. Given the reactants [CH3:1][O:2][C:3](=[O:17])[CH2:4][CH2:5][C:6]1[C:14]2[C:9](=[CH:10][CH:11]=[C:12]([O:15][CH3:16])[CH:13]=2)[NH:8][CH:7]=1.[H-].[Na+].[CH3:20][O:21][C:22]1[CH:27]=[CH:26][C:25]([S:28](Cl)(=[O:30])=[O:29])=[CH:24][CH:23]=1, predict the reaction product. (5) Given the reactants [O:1]([C:8]1[S:12][C:11]([CH2:13]O)=[CH:10][CH:9]=1)[C:2]1[CH:7]=[CH:6][CH:5]=[CH:4][CH:3]=1.[N:15]1[NH:16][N:17]=[N:18][C:19]=1[C:20]1[C:21]([NH2:26])=[N:22][CH:23]=[CH:24][CH:25]=1.C1(P(C2C=CC=CC=2)C2C=CC=CC=2)C=CC=CC=1.N(C(OCC)=O)=NC(OCC)=O.[OH-].[Na+], predict the reaction product. The product is: [O:1]([C:8]1[S:12][C:11]([CH2:13][N:16]2[N:17]=[N:18][C:19]([C:20]3[C:21]([NH2:26])=[N:22][CH:23]=[CH:24][CH:25]=3)=[N:15]2)=[CH:10][CH:9]=1)[C:2]1[CH:7]=[CH:6][CH:5]=[CH:4][CH:3]=1.